Dataset: Peptide-MHC class I binding affinity with 185,985 pairs from IEDB/IMGT. Task: Regression. Given a peptide amino acid sequence and an MHC pseudo amino acid sequence, predict their binding affinity value. This is MHC class I binding data. The MHC is HLA-A30:01 with pseudo-sequence HLA-A30:01. The binding affinity (normalized) is 0.0847. The peptide sequence is IHYAGWVSL.